From a dataset of NCI-60 drug combinations with 297,098 pairs across 59 cell lines. Regression. Given two drug SMILES strings and cell line genomic features, predict the synergy score measuring deviation from expected non-interaction effect. Drug 1: C1=NC(=NC(=O)N1C2C(C(C(O2)CO)O)O)N. Drug 2: C1=NC2=C(N1)C(=S)N=CN2. Cell line: HCC-2998. Synergy scores: CSS=34.5, Synergy_ZIP=-10.2, Synergy_Bliss=-0.234, Synergy_Loewe=-3.20, Synergy_HSA=1.79.